Dataset: Forward reaction prediction with 1.9M reactions from USPTO patents (1976-2016). Task: Predict the product of the given reaction. (1) Given the reactants [NH:1]1[CH:5]=[C:4]([C:6]([OH:8])=O)[N:3]=[CH:2]1.F[P-](F)(F)(F)(F)F.CN(C(ON1C2=NC=CC=C2N=N1)=[N+](C)C)C.[NH:33]1[C:41]2[C:36](=[C:37]([C:42]3[CH:43]=[C:44]([NH2:57])[C:45]4[C:49]([CH:50]=3)=[N:48][N:47](C3CCCCO3)[CH:46]=4)[CH:38]=[CH:39][CH:40]=2)[CH:35]=[CH:34]1, predict the reaction product. The product is: [NH:33]1[C:41]2[C:36](=[C:37]([C:42]3[CH:50]=[C:49]4[C:45]([CH:46]=[N:47][NH:48]4)=[C:44]([NH:57][C:6]([C:4]4[N:3]=[CH:2][NH:1][CH:5]=4)=[O:8])[CH:43]=3)[CH:38]=[CH:39][CH:40]=2)[CH:35]=[CH:34]1. (2) Given the reactants C(Cl)(=O)C(Cl)=O.CS(C)=O.[OH:11][CH2:12][C@@H:13]1[CH2:22][CH2:21][C:20]2[CH:19]=[C:18]([C@H:23]3[CH2:32][CH2:31][C@@:25]4([NH:29][C:28](=[O:30])[O:27][CH2:26]4)[CH2:24]3)[CH:17]=[CH:16][C:15]=2[CH2:14]1, predict the reaction product. The product is: [O:30]=[C:28]1[O:27][CH2:26][C@:25]2([CH2:31][CH2:32][C@H:23]([C:18]3[CH:19]=[C:20]4[C:15](=[CH:16][CH:17]=3)[CH2:14][C@H:13]([CH:12]=[O:11])[CH2:22][CH2:21]4)[CH2:24]2)[NH:29]1. (3) Given the reactants [CH:1]1([C:5]2[N:13]3[C:8]([C:9]([NH2:14])=[N:10][CH:11]=[N:12]3)=[C:7](I)[N:6]=2)[CH2:4][CH2:3][CH2:2]1.[F:16][C:17]1[C:18](B2OC(C)(C)C(C)(C)O2)=[CH:19][CH:20]=[C:21]2[C:26]=1[N:25]=[C:24]([C:27]1[CH:32]=[CH:31][CH:30]=[CH:29][CH:28]=1)[CH:23]=[CH:22]2.C(=O)([O-])[O-].[Cs+].[Cs+].N#N.C(=O)(O)[O-].[Na+], predict the reaction product. The product is: [CH:1]1([C:5]2[N:13]3[C:8]([C:9]([NH2:14])=[N:10][CH:11]=[N:12]3)=[C:7]([C:18]3[C:17]([F:16])=[C:26]4[C:21]([CH:22]=[CH:23][C:24]([C:27]5[CH:28]=[CH:29][CH:30]=[CH:31][CH:32]=5)=[N:25]4)=[CH:20][CH:19]=3)[N:6]=2)[CH2:4][CH2:3][CH2:2]1. (4) Given the reactants NC1C[CH2:6][NH:5][CH2:4]C1.ClC([O:11][C:12]1[CH:17]=[CH:16][CH:15]=[CH:14][CH:13]=1)=O.CC[Mg+].[Br-].[CH3:22][C:23]([O-:26])([CH3:25])[CH3:24].[K+].C1C[O:31]CC1, predict the reaction product. The product is: [C:23]([O:26][C:4]([N:5]1[CH:6]=[CH:13][C:12](=[O:11])[CH2:17][CH:16]1[CH2:15][CH3:14])=[O:31])([CH3:25])([CH3:24])[CH3:22]. (5) Given the reactants C([O:3][C:4](=[O:27])[CH2:5][C:6]1([CH2:25][CH3:26])[CH2:10][CH2:9][N:8]([C:11]2[CH:16]=[CH:15][N:14]=[C:13]([NH:17][C:18]3[CH:19]=[N:20][N:21]([CH3:23])[CH:22]=3)[N:12]=2)[C:7]1=[O:24])C.[OH-].[Na+].O, predict the reaction product. The product is: [CH2:25]([C:6]1([CH2:5][C:4]([OH:27])=[O:3])[CH2:10][CH2:9][N:8]([C:11]2[CH:16]=[CH:15][N:14]=[C:13]([NH:17][C:18]3[CH:19]=[N:20][N:21]([CH3:23])[CH:22]=3)[N:12]=2)[C:7]1=[O:24])[CH3:26]. (6) Given the reactants FC(F)(F)S(O[C:7]1[CH:16]=[CH:15][CH:14]=[C:13]2[C:8]=1[CH2:9][CH2:10][C:11](=[O:17])[NH:12]2)(=O)=O.[CH2:20]([Sn](CCCC)(CCCC)CCCC)[CH:21]=[CH2:22], predict the reaction product. The product is: [CH2:22]([C:7]1[CH:16]=[CH:15][CH:14]=[C:13]2[C:8]=1[CH2:9][CH2:10][C:11](=[O:17])[NH:12]2)[CH:21]=[CH2:20]. (7) The product is: [Cl:28][CH2:29][C:30]([NH:1][C:2]1[CH:7]=[CH:6][C:5]([C:8]2[C:16]3[C:11](=[CH:12][C:13]([F:17])=[CH:14][CH:15]=3)[N:10]([S:18]([C:21]3[CH:26]=[CH:25][CH:24]=[CH:23][CH:22]=3)(=[O:20])=[O:19])[CH:9]=2)=[CH:4][C:3]=1[OH:27])=[O:31]. Given the reactants [NH2:1][C:2]1[CH:7]=[CH:6][C:5]([C:8]2[C:16]3[C:11](=[CH:12][C:13]([F:17])=[CH:14][CH:15]=3)[N:10]([S:18]([C:21]3[CH:26]=[CH:25][CH:24]=[CH:23][CH:22]=3)(=[O:20])=[O:19])[CH:9]=2)=[CH:4][C:3]=1[OH:27].[Cl:28][CH2:29][C:30](Cl)=[O:31], predict the reaction product.